The task is: Predict the reactants needed to synthesize the given product.. This data is from Full USPTO retrosynthesis dataset with 1.9M reactions from patents (1976-2016). (1) Given the product [Cl:4][C:5]1[CH:10]=[C:9]([C:11]2[CH:16]=[N:15][CH:14]=[C:13]([CH3:17])[N:12]=2)[CH:8]=[CH:7][C:6]=1[C:18]1[C:36](=[O:37])[N:35]([CH2:38][CH3:39])[C:21]2[N:22]=[C:23]([NH:26][CH2:27][CH2:28][CH2:29][OH:30])[N:24]=[CH:25][C:20]=2[CH:19]=1, predict the reactants needed to synthesize it. The reactants are: Cl.CO.[Cl:4][C:5]1[CH:10]=[C:9]([C:11]2[CH:16]=[N:15][CH:14]=[C:13]([CH3:17])[N:12]=2)[CH:8]=[CH:7][C:6]=1[C:18]1[C:36](=[O:37])[N:35]([CH2:38][CH3:39])[C:21]2[N:22]=[C:23]([NH:26][CH2:27][CH2:28][CH2:29][O:30][Si](C)(C)C)[N:24]=[CH:25][C:20]=2[CH:19]=1. (2) The reactants are: [Cl:1][C:2]1[C:11]2[C:6](=[CH:7][C:8]([C:12]#[N:13])=[CH:9][CH:10]=2)[CH:5]=[CH:4][C:3]=1[O:14][CH2:15][CH2:16][NH:17]C(=O)OC(C)(C)C. Given the product [Cl-:1].[Cl:1][C:2]1[C:11]2[C:6](=[CH:7][C:8]([C:12]#[N:13])=[CH:9][CH:10]=2)[CH:5]=[CH:4][C:3]=1[O:14][CH2:15][CH2:16][NH3+:17], predict the reactants needed to synthesize it. (3) Given the product [S:54]1[C:26]2[CH:40]=[C:22]([O:21][CH2:20][CH:19]([OH:41])[CH2:18][N:15]3[CH2:16][CH2:17][N:12]([CH2:11][C:10]([NH:9][C:3]4[C:2]([CH3:1])=[CH:7][CH:6]=[CH:5][C:4]=4[CH3:8])=[O:42])[CH2:13][CH2:14]3)[CH:23]=[CH:24][C:25]=2[N:52]=[CH:53]1, predict the reactants needed to synthesize it. The reactants are: [CH3:1][C:2]1[CH:7]=[CH:6][CH:5]=[C:4]([CH3:8])[C:3]=1[NH:9][C:10](=[O:42])[CH2:11][N:12]1[CH2:17][CH2:16][N:15]([CH2:18][CH:19]([OH:41])[CH2:20][O:21][C:22]2[CH:23]=[CH:24][C:25]3OC(C4C=CC=C(C(F)(F)F)C=4)=N[C:26]=3[CH:40]=2)[CH2:14][CH2:13]1.O1CC1COC1C=CC2[N:52]=[CH:53][S:54]C=2C=1. (4) Given the product [CH3:14][O:15][C:16]([C:18]1[C:19]([NH2:29])=[C:20]([Cl:28])[CH:21]=[C:22]2[C:26]=1[NH:25][N:24]=[C:23]2[CH3:1])=[O:17], predict the reactants needed to synthesize it. The reactants are: [CH3:1]OB1C2CCCC1CCC2.C[Li].[CH3:14][O:15][C:16]([C:18]1[C:19]([NH2:29])=[C:20]([Cl:28])[CH:21]=[C:22]2[C:26]=1[NH:25][N:24]=[C:23]2Br)=[O:17]. (5) Given the product [Cl:30][C:27]1[CH:26]=[N:25][C:24]([N:19]2[CH2:18][CH2:17][CH:16]([CH2:15][CH2:14][CH2:13][O:12][C:10]3[CH:9]=[C:8]([CH3:22])[C:4]([C:5]([OH:7])=[O:6])=[C:3]([CH3:2])[CH:11]=3)[CH2:21][CH2:20]2)=[N:29][CH:28]=1, predict the reactants needed to synthesize it. The reactants are: Cl.[CH3:2][C:3]1[CH:11]=[C:10]([O:12][CH2:13][CH2:14][CH2:15][CH:16]2[CH2:21][CH2:20][NH:19][CH2:18][CH2:17]2)[CH:9]=[C:8]([CH3:22])[C:4]=1[C:5]([OH:7])=[O:6].Cl[C:24]1[N:29]=[CH:28][C:27]([Cl:30])=[CH:26][N:25]=1.C1CCN2C(=NCCC2)CC1.Cl. (6) Given the product [CH3:1][C:2]1[C:7]([CH:8]2[CH2:13][CH2:12][CH:11]([O:14][CH2:15][CH:16]3[CH2:21][CH2:20][N:19]([C:22]([O:24][C:25]([CH3:28])([CH3:26])[CH3:27])=[O:23])[CH2:18][CH2:17]3)[CH2:10][CH2:9]2)=[CH:6][CH:5]=[C:4]([S:29]([CH3:32])(=[O:31])=[O:30])[N:3]=1, predict the reactants needed to synthesize it. The reactants are: [CH3:1][C:2]1[C:7]([C:8]2[CH2:13][CH2:12][CH:11]([O:14][CH2:15][CH:16]3[CH2:21][CH2:20][N:19]([C:22]([O:24][C:25]([CH3:28])([CH3:27])[CH3:26])=[O:23])[CH2:18][CH2:17]3)[CH2:10][CH:9]=2)=[CH:6][CH:5]=[C:4]([S:29]([CH3:32])(=[O:31])=[O:30])[N:3]=1. (7) Given the product [Cl:25][C:26]1[CH:32]=[CH:31][C:29]([NH:30][C:1]([NH:22][C:21]2[CH:23]=[CH:24][C:18]([OH:17])=[CH:19][CH:20]=2)=[O:2])=[CH:28][C:27]=1[C:33]([F:34])([F:35])[F:36], predict the reactants needed to synthesize it. The reactants are: [C:1](Cl)(Cl)=[O:2].ClC(Cl)(OC(=O)OC(Cl)(Cl)Cl)Cl.[OH:17][C:18]1[CH:24]=[CH:23][C:21]([NH2:22])=[CH:20][CH:19]=1.[Cl:25][C:26]1[CH:32]=[CH:31][C:29]([NH2:30])=[CH:28][C:27]=1[C:33]([F:36])([F:35])[F:34]. (8) Given the product [F:11][C:5]1[CH:6]=[C:7]([N+:8]([O-:10])=[O:9])[C:2]([C:16]#[N:17])=[C:3]([N+:12]([O-:14])=[O:13])[CH:4]=1, predict the reactants needed to synthesize it. The reactants are: Cl[C:2]1[C:7]([N+:8]([O-:10])=[O:9])=[CH:6][C:5]([F:11])=[CH:4][C:3]=1[N+:12]([O-:14])=[O:13].[Cu](C#N)[C:16]#[N:17].